This data is from SARS-CoV-2 main protease (3CLPro) crystallographic fragment screen with 879 compounds. The task is: Binary Classification. Given a drug SMILES string, predict its activity (active/inactive) in a high-throughput screening assay against a specified biological target. (1) The molecule is COc1cccc2sc(NC(=O)CCl)nc12. The result is 1 (active). (2) The drug is O=C(CCl)N1CCC(C(=O)N2CCCCCC2)CC1. The result is 0 (inactive).